From a dataset of Reaction yield outcomes from USPTO patents with 853,638 reactions. Predict the reaction yield, written as a fraction of the theoretical maximum amount of product (1.0 means a 100% yield; for example, 0.34 means a 34% yield). The reactants are [C:1]([O:7][CH2:8][C@H:9]([C:15]1[C:24]([CH3:25])=[CH:23][C:18]2[N:19]=[C:20]([NH2:22])[S:21][C:17]=2[C:16]=1Br)[O:10][C:11]([CH3:14])([CH3:13])[CH3:12])(=[O:6])[C:2]([CH3:5])([CH3:4])[CH3:3].C([O-])([O-])=O.[K+].[K+].[Cl:33][C:34]1[CH:39]=[CH:38][C:37](B(O)O)=[CH:36][CH:35]=1.O1CCOCC1. The catalyst is C1C=CC([P]([Pd]([P](C2C=CC=CC=2)(C2C=CC=CC=2)C2C=CC=CC=2)([P](C2C=CC=CC=2)(C2C=CC=CC=2)C2C=CC=CC=2)[P](C2C=CC=CC=2)(C2C=CC=CC=2)C2C=CC=CC=2)(C2C=CC=CC=2)C2C=CC=CC=2)=CC=1.O. The product is [C:1]([O:7][CH2:8][C@H:9]([C:15]1[C:24]([CH3:25])=[CH:23][C:18]2[N:19]=[C:20]([NH2:22])[S:21][C:17]=2[C:16]=1[C:37]1[CH:38]=[CH:39][C:34]([Cl:33])=[CH:35][CH:36]=1)[O:10][C:11]([CH3:14])([CH3:13])[CH3:12])(=[O:6])[C:2]([CH3:5])([CH3:4])[CH3:3]. The yield is 0.900.